From a dataset of Forward reaction prediction with 1.9M reactions from USPTO patents (1976-2016). Predict the product of the given reaction. (1) Given the reactants [O:1]=[C:2]([CH2:35][CH2:36][C:37]([OH:39])=[O:38])[C:3]([O:5][C@@H:6]1[CH2:19][CH2:18][C@@H:17]2[C@@H:8]([C:9]3[C:14]([C:15]([C:20]4[C:21](OC)=[N:22][C:23]([O:26][CH3:27])=[N:24][CH:25]=4)=[N:16]2)=[CH:13][C:12]([O:30][CH3:31])=[C:11]([O:32][CH2:33][CH3:34])[CH:10]=3)[CH2:7]1)=[O:4], predict the reaction product. The product is: [O:1]=[C:2]([CH2:35][CH2:36][C:37]([OH:39])=[O:38])[C:3]([O:5][C@@H:6]1[CH2:19][CH2:18][C@@H:17]2[C@@H:8]([C:9]3[C:14]([C:15]([C:20]4[CH:25]=[N:24][C:23]([O:26][CH3:27])=[N:22][CH:21]=4)=[N:16]2)=[CH:13][C:12]([O:30][CH3:31])=[C:11]([O:32][CH2:33][CH3:34])[CH:10]=3)[CH2:7]1)=[O:4]. (2) Given the reactants O[C:2]1[CH:7]=[CH:6][CH:5]=[C:4]([C:8]2[CH:13]=[CH:12][CH:11]=[CH:10][CH:9]=2)[C:3]=1[C:14]([O:16]CC)=[O:15].[OH-].[K+].C(O)C.S([O:34][CH2:35][C:36]1([CH2:40][CH3:41])[CH2:39][O:38][CH2:37]1)(C1C=CC(C)=CC=1)(=O)=O, predict the reaction product. The product is: [CH2:40]([C:36]1([CH2:35][O:34][C:7]2[CH:2]=[C:3]([C:14]([OH:16])=[O:15])[C:4]([C:8]3[CH:9]=[CH:10][CH:11]=[CH:12][CH:13]=3)=[CH:5][CH:6]=2)[CH2:39][O:38][CH2:37]1)[CH3:41]. (3) Given the reactants Br[C:2]1[CH:3]=[C:4]([CH:16]=[O:17])[C:5]([N:8]2[CH2:13][C@@H:12]([CH3:14])[O:11][C@@H:10]([CH3:15])[CH2:9]2)=[N:6][CH:7]=1.C([Sn](CCCC)(CCCC)[C:23]1[N:24]=[CH:25][S:26][CH:27]=1)CCC, predict the reaction product. The product is: [CH3:15][C@H:10]1[O:11][C@@H:12]([CH3:14])[CH2:13][N:8]([C:5]2[C:4]([CH:16]=[O:17])=[CH:3][C:2]([C:23]3[N:24]=[CH:25][S:26][CH:27]=3)=[CH:7][N:6]=2)[CH2:9]1.